From a dataset of Rat liver microsome stability data. Regression/Classification. Given a drug SMILES string, predict its absorption, distribution, metabolism, or excretion properties. Task type varies by dataset: regression for continuous measurements (e.g., permeability, clearance, half-life) or binary classification for categorical outcomes (e.g., BBB penetration, CYP inhibition). Dataset: rlm. The molecule is Cc1c(C(=O)Nc2ccnc(Cl)c2)nn(C)c1-c1ccc(F)cc1. The result is 0 (unstable in rat liver microsomes).